Dataset: Full USPTO retrosynthesis dataset with 1.9M reactions from patents (1976-2016). Task: Predict the reactants needed to synthesize the given product. (1) Given the product [OH:17][CH2:16][C:14]1[CH:15]=[C:7]([C:1]2[CH:2]=[CH:3][CH:4]=[CH:5][CH:6]=2)[CH:8]=[C:9]2[C:13]=1[NH:12][CH:11]=[C:10]2[CH:18]1[CH2:22][CH2:21][N:20]([C:30]([O:32][C:33]([CH3:36])([CH3:35])[CH3:34])=[O:31])[CH2:19]1, predict the reactants needed to synthesize it. The reactants are: [C:1]1([C:7]2[CH:8]=[C:9]3[C:13](=[C:14]([CH2:16][OH:17])[CH:15]=2)[NH:12][CH:11]=[C:10]3[CH:18]2[CH2:22][CH2:21][NH:20][CH2:19]2)[CH:6]=[CH:5][CH:4]=[CH:3][CH:2]=1.CCN(CC)CC.[C:30](O[C:30]([O:32][C:33]([CH3:36])([CH3:35])[CH3:34])=[O:31])([O:32][C:33]([CH3:36])([CH3:35])[CH3:34])=[O:31]. (2) Given the product [F:17][C:18]1[CH:23]=[CH:22][C:21]([C:24]2[O:25][C:26]3[CH:36]=[C:35]([N:37]([CH3:42])[S:38]([CH3:41])(=[O:39])=[O:40])[C:34]([C:2]4[CH:7]=[N:6][CH:5]=[C:4]([C:8]5[N:9]=[C:10]6[CH:15]=[CH:14][CH:13]=[CH:12][N:11]6[CH:16]=5)[CH:3]=4)=[CH:33][C:27]=3[C:28]=2[C:29]([NH:31][CH3:32])=[O:30])=[CH:20][CH:19]=1, predict the reactants needed to synthesize it. The reactants are: Br[C:2]1[CH:3]=[C:4]([C:8]2[N:9]=[C:10]3[CH:15]=[CH:14][CH:13]=[CH:12][N:11]3[CH:16]=2)[CH:5]=[N:6][CH:7]=1.[F:17][C:18]1[CH:23]=[CH:22][C:21]([C:24]2[O:25][C:26]3[CH:36]=[C:35]([N:37]([CH3:42])[S:38]([CH3:41])(=[O:40])=[O:39])[C:34](B4OC(C)(C)C(C)(C)O4)=[CH:33][C:27]=3[C:28]=2[C:29]([NH:31][CH3:32])=[O:30])=[CH:20][CH:19]=1.[O-]P([O-])([O-])=O.[K+].[K+].[K+]. (3) Given the product [Br:8][C:5]1[N:4]=[C:3]([C:9]2[N:10]=[C:13]([C:14]3[CH:19]=[CH:18][CH:17]=[CH:16][CH:15]=3)[O:12][N:11]=2)[C:2]([NH2:1])=[N:7][CH:6]=1, predict the reactants needed to synthesize it. The reactants are: [NH2:1][C:2]1[C:3]([C:9](=[N:11][O:12][C:13](=O)[C:14]2[CH:19]=[CH:18][CH:17]=[CH:16][CH:15]=2)[NH2:10])=[N:4][C:5]([Br:8])=[CH:6][N:7]=1.C([O-])(O)=O.[Na+]. (4) Given the product [NH2:1][C:2]1[C:11]2[N:12]=[C:13]([CH2:20][O:21][CH2:22][CH3:23])[N:14]([CH2:15][C:16]([OH:19])([CH3:18])[CH3:17])[C:10]=2[C:9]2[CH:8]=[CH:7][C:6]([CH2:24][CH2:25][C:26]([O:28][CH3:29])=[O:27])=[CH:5][C:4]=2[N:3]=1, predict the reactants needed to synthesize it. The reactants are: [NH2:1][C:2]1[C:11]2[N:12]=[C:13]([CH2:20][O:21][CH2:22][CH3:23])[N:14]([CH2:15][C:16]([OH:19])([CH3:18])[CH3:17])[C:10]=2[C:9]2[CH:8]=[CH:7][C:6](/[CH:24]=[CH:25]/[C:26]([O:28][CH3:29])=[O:27])=[CH:5][C:4]=2[N:3]=1. (5) Given the product [CH3:31][O:30][C:23]1[CH:24]=[C:25]([O:28][CH3:29])[CH:26]=[CH:27][C:22]=1[CH2:21][N:15]([C:16]1[S:17][CH:18]=[CH:19][N:20]=1)[S:12]([C:8]1[CH:7]=[C:6]2[C:11](=[CH:10][CH:9]=1)[C:2]([C:37]1[CH:38]=[CH:39][C:34]([F:33])=[CH:35][C:36]=1[O:43][CH3:44])=[N:3][CH:4]=[C:5]2[OH:32])(=[O:14])=[O:13], predict the reactants needed to synthesize it. The reactants are: Cl[C:2]1[C:11]2[C:6](=[CH:7][C:8]([S:12]([N:15]([CH2:21][C:22]3[CH:27]=[CH:26][C:25]([O:28][CH3:29])=[CH:24][C:23]=3[O:30][CH3:31])[C:16]3[S:17][CH:18]=[CH:19][N:20]=3)(=[O:14])=[O:13])=[CH:9][CH:10]=2)[C:5]([OH:32])=[CH:4][N:3]=1.[F:33][C:34]1[CH:39]=[CH:38][C:37](B(O)O)=[C:36]([O:43][CH3:44])[CH:35]=1.C(=O)([O-])[O-].[K+].[K+].O1CCOCC1.